Dataset: Peptide-MHC class I binding affinity with 185,985 pairs from IEDB/IMGT. Task: Regression. Given a peptide amino acid sequence and an MHC pseudo amino acid sequence, predict their binding affinity value. This is MHC class I binding data. (1) The peptide sequence is NPDNTIAVI. The MHC is HLA-B51:01 with pseudo-sequence HLA-B51:01. The binding affinity (normalized) is 0.311. (2) The peptide sequence is LYNTVATLY. The MHC is HLA-B08:03 with pseudo-sequence HLA-B08:03. The binding affinity (normalized) is 0.0847. (3) The binding affinity (normalized) is 0.327. The MHC is HLA-B44:03 with pseudo-sequence HLA-B44:03. The peptide sequence is FEYISDAFSL. (4) The peptide sequence is YFVASFRLF. The MHC is Patr-A0701 with pseudo-sequence Patr-A0701. The binding affinity (normalized) is 0.339. (5) The peptide sequence is IMRNFLRSIA. The MHC is HLA-A68:02 with pseudo-sequence HLA-A68:02. The binding affinity (normalized) is 0. (6) The peptide sequence is RLTARGLLN. The MHC is Mamu-B08 with pseudo-sequence Mamu-B08. The binding affinity (normalized) is 0.575. (7) The peptide sequence is FVEGVSGGSW. The MHC is HLA-A26:01 with pseudo-sequence HLA-A26:01. The binding affinity (normalized) is 0.116.